From a dataset of Forward reaction prediction with 1.9M reactions from USPTO patents (1976-2016). Predict the product of the given reaction. (1) Given the reactants [CH3:1][CH2:2][O:3][C:4]([NH:6][C:7]1[CH:12]=[CH:11][C:10]([NH:13][CH2:14][C:15]2[CH:20]=[CH:19][C:18]([F:21])=[CH:17][CH:16]=2)=[N:9][C:8]=1[NH2:22])=[O:5].C(/C(O)=O)=C/C(O)=O.C(=O)(O)[O-].[Na+], predict the reaction product. The product is: [CH3:1][CH2:2][O:3][C:4]([NH:6][C:7]1[CH:12]=[CH:11][C:10]([NH:13][CH2:14][C:15]2[CH:20]=[CH:19][C:18]([F:21])=[CH:17][CH:16]=2)=[N:9][C:8]=1[NH2:22])=[O:5]. (2) Given the reactants [C:1]([C:3]1[CH:33]=[CH:32][CH:31]=[CH:30][C:4]=1[O:5][C:6]1[C:20]([O:21]C2C=CC(C#N)=CC=2)=[CH:19][C:9]2[NH:10][C:11]([C:13]3[CH:18]=[CH:17][CH:16]=[CH:15][N:14]=3)=[N:12][C:8]=2[CH:7]=1)#[N:2].O[C:35]1[CH:36]=[C:37]([CH:40]=[CH:41][CH:42]=1)[C:38]#[N:39], predict the reaction product. The product is: [C:1]([C:3]1[CH:33]=[CH:32][CH:31]=[CH:30][C:4]=1[O:5][C:6]1[C:20]([O:21][C:35]2[CH:42]=[CH:41][CH:40]=[C:37]([C:38]#[N:39])[CH:36]=2)=[CH:19][C:9]2[NH:10][C:11]([C:13]3[CH:18]=[CH:17][CH:16]=[CH:15][N:14]=3)=[N:12][C:8]=2[CH:7]=1)#[N:2]. (3) Given the reactants [C:1]([O:5][C:6]([N:8]1[CH2:13][CH2:12][CH:11]([C:14]2[N:15]([CH2:20][CH2:21][OH:22])[CH:16]=[C:17](Br)[N:18]=2)[CH2:10][CH2:9]1)=[O:7])([CH3:4])([CH3:3])[CH3:2].[F:23][C:24]1[CH:25]=[C:26](B(O)O)[CH:27]=[CH:28][C:29]=1[CH3:30].C(=O)([O-])[O-].[Cs+].[Cs+], predict the reaction product. The product is: [C:1]([O:5][C:6]([N:8]1[CH2:13][CH2:12][CH:11]([C:14]2[N:15]([CH2:20][CH2:21][OH:22])[CH:16]=[C:17]([C:27]3[CH:26]=[CH:25][C:24]([F:23])=[C:29]([CH3:30])[CH:28]=3)[N:18]=2)[CH2:10][CH2:9]1)=[O:7])([CH3:4])([CH3:3])[CH3:2].